Task: Regression. Given a peptide amino acid sequence and an MHC pseudo amino acid sequence, predict their binding affinity value. This is MHC class I binding data.. Dataset: Peptide-MHC class I binding affinity with 185,985 pairs from IEDB/IMGT The peptide sequence is STTDAEACY. The MHC is HLA-A03:01 with pseudo-sequence HLA-A03:01. The binding affinity (normalized) is 0.00410.